From a dataset of Full USPTO retrosynthesis dataset with 1.9M reactions from patents (1976-2016). Predict the reactants needed to synthesize the given product. (1) Given the product [N:1]1[O:2][N:3]=[C:4]2[C:9]([CH:10]3[C:20]([C:21]([O:23][CH2:24][CH3:25])=[O:22])=[C:19]([CH2:26][CH2:27][CH2:28][CH3:29])[NH:12][C:13]4=[N:14][NH:15][CH:16]=[C:17]34)=[CH:8][CH:7]=[CH:6][C:5]=12, predict the reactants needed to synthesize it. The reactants are: [N:1]1[O:2][N:3]=[C:4]2[C:9]([CH:10]=O)=[CH:8][CH:7]=[CH:6][C:5]=12.[NH2:12][C:13]1[CH:17]=[CH:16][NH:15][N:14]=1.O=[C:19]([CH2:26][CH2:27][CH2:28][CH3:29])[CH2:20][C:21]([O:23][CH2:24][CH3:25])=[O:22]. (2) Given the product [C:5]([O:8][C:7](=[O:9])[C:6]1[CH:10]=[C:11]([CH3:14])[CH:12]=[CH:13][C:5]=1[CH2:4][C:1]([O:3][C:19]([CH3:20])([CH3:21])[CH3:22])=[O:2])([CH3:13])([CH3:6])[CH3:4], predict the reactants needed to synthesize it. The reactants are: [C:1]([CH2:4][C:5]1[CH:13]=[CH:12][C:11]([CH3:14])=[CH:10][C:6]=1[C:7]([OH:9])=[O:8])([OH:3])=[O:2].ClC(Cl)(Cl)C(=N)O[C:19]([CH3:22])([CH3:21])[CH3:20].B(Br)(Br)Br.C([O-])(O)=O.[Na+]. (3) Given the product [NH2:1][CH:2]1[CH2:7][NH:6][C:5](=[O:8])[NH:4][C:3]1=[O:9], predict the reactants needed to synthesize it. The reactants are: [NH2:1][C:2]1[C:3](=[O:9])[NH:4][C:5](=[O:8])[NH:6][CH:7]=1. (4) Given the product [S:9]1[CH:13]=[CH:12][CH:11]=[C:10]1[CH:14]=[N:1][C:2]1[S:3][CH:4]=[CH:5][C:6]=1[C:7]#[N:8], predict the reactants needed to synthesize it. The reactants are: [NH2:1][C:2]1[S:3][CH:4]=[CH:5][C:6]=1[C:7]#[N:8].[S:9]1[CH:13]=[CH:12][CH:11]=[C:10]1[CH:14]=O.C(O)(C(F)(F)F)=O. (5) The reactants are: [CH:1]1([CH:5]([O:16][CH3:17])[C:6]2[CH:14]=[CH:13][CH:12]=[C:11]3[C:7]=2[CH2:8][CH2:9][CH:10]3[OH:15])[CH2:4][CH2:3][CH2:2]1.[CH3:18][O:19][C:20](=[O:32])[CH2:21][C@H:22]1[C:26]2[CH:27]=[CH:28][C:29](O)=[CH:30][C:25]=2[O:24][CH2:23]1. Given the product [CH3:18][O:19][C:20](=[O:32])[CH2:21][C@H:22]1[C:26]2[CH:27]=[CH:28][C:29]([O:15][CH:10]3[C:11]4[C:7](=[C:6]([CH:5]([CH:1]5[CH2:2][CH2:3][CH2:4]5)[O:16][CH3:17])[CH:14]=[CH:13][CH:12]=4)[CH2:8][CH2:9]3)=[CH:30][C:25]=2[O:24][CH2:23]1, predict the reactants needed to synthesize it. (6) Given the product [Cl:1][C:2]1[C:10]2[N:9]=[C:8]3[N:11]([C:15]4[CH:20]=[CH:19][C:18]([Cl:21])=[CH:17][C:16]=4[Cl:22])[CH2:12][CH2:13][CH2:14][N:7]3[C:6]=2[C:5]([CH:23]([CH:25]2[CH2:27][CH2:26]2)[O:24][CH2:31][CH3:32])=[CH:4][CH:3]=1, predict the reactants needed to synthesize it. The reactants are: [Cl:1][C:2]1[C:10]2[N:9]=[C:8]3[N:11]([C:15]4[CH:20]=[CH:19][C:18]([Cl:21])=[CH:17][C:16]=4[Cl:22])[CH2:12][CH2:13][CH2:14][N:7]3[C:6]=2[C:5]([CH:23]([CH:25]2[CH2:27][CH2:26]2)[OH:24])=[CH:4][CH:3]=1.[H-].[Na+].I[CH2:31][CH3:32].[Cl-].[NH4+]. (7) The reactants are: Cl.Cl.[C:3]([C:7]1[CH:12]=[CH:11][CH:10]=[CH:9][C:8]=1[N:13]1[CH2:18][CH2:17][NH:16][CH2:15][CH2:14]1)([CH3:6])([CH3:5])[CH3:4].[CH:19]1([C:25]2[O:29][CH:28]=[N:27][C:26]=2[C:30](O)=[O:31])[CH2:24][CH2:23][CH2:22][CH2:21][CH2:20]1.C(N(CC)CC)C.CCN=C=NCCCN(C)C.C1C=CC2N(O)N=NC=2C=1. Given the product [C:3]([C:7]1[CH:12]=[CH:11][CH:10]=[CH:9][C:8]=1[N:13]1[CH2:18][CH2:17][N:16]([C:30]([C:26]2[N:27]=[CH:28][O:29][C:25]=2[CH:19]2[CH2:20][CH2:21][CH2:22][CH2:23][CH2:24]2)=[O:31])[CH2:15][CH2:14]1)([CH3:6])([CH3:4])[CH3:5], predict the reactants needed to synthesize it. (8) Given the product [Br:29][C:26]1[S:25][C:9]([N:4]2[CH2:5][CH2:6][CH2:7][NH:8][C:2](=[O:1])[CH2:3]2)=[N:28][CH:27]=1, predict the reactants needed to synthesize it. The reactants are: [O:1]=[C:2]1[NH:8][CH2:7][CH2:6][CH2:5][N:4]([C:9](OC(C)(C)C)=O)[CH2:3]1.FC(F)(F)C(O)=O.BrC1[S:25][C:26]([Br:29])=[CH:27][N:28]=1.CCN(C(C)C)C(C)C. (9) Given the product [CH3:20][C:15]1([CH3:21])[C:16]([CH3:19])([CH3:18])[O:17][B:13]([C:2]2[CH:3]=[CH:4][C:5]([C:8]3[S:9][CH:10]=[CH:11][N:12]=3)=[N:6][CH:7]=2)[O:14]1, predict the reactants needed to synthesize it. The reactants are: Br[C:2]1[CH:3]=[CH:4][C:5]([C:8]2[S:9][CH:10]=[CH:11][N:12]=2)=[N:6][CH:7]=1.[B:13]1([B:13]2[O:17][C:16]([CH3:19])([CH3:18])[C:15]([CH3:21])([CH3:20])[O:14]2)[O:17][C:16]([CH3:19])([CH3:18])[C:15]([CH3:21])([CH3:20])[O:14]1.C([O-])(=O)C.[K+].COC1CCCC1. (10) Given the product [Br:1][C:2]1[CH:10]=[CH:9][C:8]2[N:7]3[CH2:11][CH2:12][CH:13]([O:14][Si:21]([C:18]([CH3:20])([CH3:19])[CH3:17])([CH3:23])[CH3:22])[C:6]3=[CH:5][C:4]=2[CH:3]=1, predict the reactants needed to synthesize it. The reactants are: [Br:1][C:2]1[CH:10]=[CH:9][C:8]2[N:7]3[CH2:11][CH2:12][C:13](=[O:14])[C:6]3=[CH:5][C:4]=2[CH:3]=1.[BH4-].[Na+].[CH3:17][C:18]([Si:21](Cl)([CH3:23])[CH3:22])([CH3:20])[CH3:19].N1C=CN=C1.